This data is from Full USPTO retrosynthesis dataset with 1.9M reactions from patents (1976-2016). The task is: Predict the reactants needed to synthesize the given product. (1) Given the product [N:1]12[CH2:8][CH2:7][CH:4]([CH2:5][CH2:6]1)[CH:3]([NH:9][C:15]([NH:32][C:29]([C:25]1[CH:26]=[CH:27][CH:28]=[C:23]([Br:22])[CH:24]=1)([CH3:30])[CH3:31])=[O:16])[CH2:2]2, predict the reactants needed to synthesize it. The reactants are: [N:1]12[CH2:8][CH2:7][CH:4]([CH2:5][CH2:6]1)[CH:3]([NH2:9])[CH2:2]2.C1N=CN([C:15](N2C=NC=C2)=[O:16])C=1.[Br:22][C:23]1[CH:24]=[C:25]([C:29]([NH2:32])([CH3:31])[CH3:30])[CH:26]=[CH:27][CH:28]=1. (2) Given the product [O:23]=[C:18]1[CH2:19][O:20][CH2:21][CH2:22][N:17]1[C:14]1[CH:13]=[CH:12][C:11]([NH:10][C:25](=[O:26])[O:27][CH3:28])=[CH:16][CH:15]=1, predict the reactants needed to synthesize it. The reactants are: C(N(CC)C(C)C)(C)C.[NH2:10][C:11]1[CH:16]=[CH:15][C:14]([N:17]2[CH2:22][CH2:21][O:20][CH2:19][C:18]2=[O:23])=[CH:13][CH:12]=1.Cl[C:25]([O:27][CH3:28])=[O:26]. (3) Given the product [CH3:3][N:4]1[CH2:17][C:9]2=[C:10]3[C:14](=[CH:15][CH:16]=[C:8]2[O:7][CH2:6][CH2:5]1)[N:13]([S:26]([C:21]1[CH:22]=[CH:23][CH:24]=[CH:25][C:20]=1[C:18]#[N:19])(=[O:28])=[O:27])[CH:12]=[CH:11]3, predict the reactants needed to synthesize it. The reactants are: [H-].[Na+].[CH3:3][N:4]1[CH2:17][C:9]2=[C:10]3[C:14](=[CH:15][CH:16]=[C:8]2[O:7][CH2:6][CH2:5]1)[NH:13][CH:12]=[CH:11]3.[C:18]([C:20]1[CH:25]=[CH:24][CH:23]=[CH:22][C:21]=1[S:26](Cl)(=[O:28])=[O:27])#[N:19].O. (4) The reactants are: [Br:1][C:2]1[CH:3]=[C:4]2[C@:11]3([C:15](=[O:16])[N:14]([CH2:17][CH2:18][CH3:19])[C:13](SCCC)=[N:12]3)[CH2:10][C@H:9]([C:24]3[CH:29]=[CH:28][CH:27]=[CH:26][CH:25]=3)[O:8][C:5]2=[CH:6][CH:7]=1.[NH4+:30].[I-]. Given the product [NH2:30][C:13]1[N:14]([CH2:17][CH2:18][CH3:19])[C:15](=[O:16])[C@:11]2([C:4]3[C:5](=[CH:6][CH:7]=[C:2]([Br:1])[CH:3]=3)[O:8][C@@H:9]([C:24]3[CH:29]=[CH:28][CH:27]=[CH:26][CH:25]=3)[CH2:10]2)[N:12]=1, predict the reactants needed to synthesize it. (5) Given the product [F:20][C:17]1[CH:18]=[CH:19][C:14]([NH:13][C:12]2[C:7]3[C:6]([CH3:32])=[C:5]([C:3]([O:2][CH3:1])=[O:4])[S:31][C:8]=3[N:9]=[CH:10][N:11]=2)=[C:15]([CH:16]=1)[O:21][CH:22]([CH3:30])[C:23]([OH:25])=[O:24], predict the reactants needed to synthesize it. The reactants are: [CH3:1][O:2][C:3]([C:5]1[S:31][C:8]2[N:9]=[CH:10][N:11]=[C:12]([NH:13][C:14]3[CH:19]=[CH:18][C:17]([F:20])=[CH:16][C:15]=3[O:21][CH:22]([CH3:30])[C:23]([O:25]C(C)(C)C)=[O:24])[C:7]=2[C:6]=1[CH3:32])=[O:4].FC(F)(F)C(O)=O.